From a dataset of Forward reaction prediction with 1.9M reactions from USPTO patents (1976-2016). Predict the product of the given reaction. (1) Given the reactants C[O:2][C:3](=[O:32])[CH2:4][O:5][C:6]1[CH:14]=[C:13]2[CH2:15][CH2:16][CH2:17][C:12]2=[C:11]2[C:7]=1[C:8]([C:27](=[O:31])[C:28]([NH2:30])=[O:29])=[C:9]([CH2:25][CH3:26])[N:10]2[CH2:18][C:19]1[CH:24]=[CH:23][CH:22]=[CH:21][CH:20]=1.[OH-].[Li+], predict the reaction product. The product is: [NH2:30][C:28](=[O:29])[C:27]([C:8]1[C:7]2[C:11](=[C:12]3[CH2:17][CH2:16][CH2:15][C:13]3=[CH:14][C:6]=2[O:5][CH2:4][C:3]([OH:32])=[O:2])[N:10]([CH2:18][C:19]2[CH:24]=[CH:23][CH:22]=[CH:21][CH:20]=2)[C:9]=1[CH2:25][CH3:26])=[O:31]. (2) Given the reactants C(Cl)(=O)C(Cl)=O.CS(C)=O.C[O:12][C:13]1[CH:18]=[CH:17][C:16]([C:19]2[CH:20]=[C:21]3[C:25](=[CH:26][CH:27]=2)[CH:24]([OH:28])[CH2:23][CH2:22]3)=[C:15]([NH:29][C:30]2[CH:35]=[CH:34][C:33]([O:36][CH2:37][CH2:38][N:39]3[CH2:44][CH2:43][CH2:42][CH2:41][CH2:40]3)=[CH:32][CH:31]=2)[CH:14]=1.C(N(CC)CC)C, predict the reaction product. The product is: [OH:12][C:13]1[CH:18]=[CH:17][C:16]([C:19]2[CH:20]=[C:21]3[C:25](=[CH:26][CH:27]=2)[C:24](=[O:28])[CH2:23][CH2:22]3)=[C:15]([NH:29][C:30]2[CH:35]=[CH:34][C:33]([O:36][CH2:37][CH2:38][N:39]3[CH2:44][CH2:43][CH2:42][CH2:41][CH2:40]3)=[CH:32][CH:31]=2)[CH:14]=1. (3) Given the reactants [C:1]1([C:7]2[CH2:8][CH2:9][N:10]([CH2:13][CH2:14][CH2:15][C:16](=[NH:18])[NH2:17])[CH2:11][CH:12]=2)[CH:6]=[CH:5][CH:4]=[CH:3][CH:2]=1.CC[O:21][C:22]([CH:24]1[C:29](=O)[CH2:28][CH2:27][CH2:26][CH2:25]1)=O.C(=O)([O-])[O-].[K+].[K+], predict the reaction product. The product is: [C:1]1([C:7]2[CH2:12][CH2:11][N:10]([CH2:13][CH2:14][CH2:15][C:16]3[NH:17][C:22](=[O:21])[C:24]4[CH2:29][CH2:28][CH2:27][CH2:26][C:25]=4[N:18]=3)[CH2:9][CH:8]=2)[CH:2]=[CH:3][CH:4]=[CH:5][CH:6]=1. (4) Given the reactants [CH:1]1([C@H:7]([NH:12][C:13]([C:15]2[CH:19]=[C:18]([C:20]3[CH:25]=[CH:24][C:23]([O:26][CH3:27])=[CH:22][CH:21]=3)[S:17][C:16]=2[NH:28][C:29]([NH:31][C:32]2[C:37]([Cl:38])=[CH:36][C:35]([O:39][C:40]([F:43])([F:42])[F:41])=[CH:34][C:33]=2[Cl:44])=[O:30])=[O:14])[C:8]([O:10]C)=[O:9])[CH2:6][CH2:5][CH2:4][CH2:3][CH2:2]1.[OH-].[Li+], predict the reaction product. The product is: [CH:1]1([C@H:7]([NH:12][C:13]([C:15]2[CH:19]=[C:18]([C:20]3[CH:25]=[CH:24][C:23]([O:26][CH3:27])=[CH:22][CH:21]=3)[S:17][C:16]=2[NH:28][C:29]([NH:31][C:32]2[C:33]([Cl:44])=[CH:34][C:35]([O:39][C:40]([F:42])([F:43])[F:41])=[CH:36][C:37]=2[Cl:38])=[O:30])=[O:14])[C:8]([OH:10])=[O:9])[CH2:6][CH2:5][CH2:4][CH2:3][CH2:2]1. (5) Given the reactants Cl[C:2]1[N:3]=[C:4]([N:24]2[CH2:29][CH2:28][O:27][CH2:26][CH2:25]2)[C:5]2[S:10][C:9]([C:11]3[CH:12]=[C:13]([CH2:17][NH:18][C:19](=[O:23])[C@@H:20]([OH:22])[CH3:21])[CH:14]=[CH:15][CH:16]=3)=[CH:8][C:6]=2[N:7]=1.CC1(C)C(C)(C)OB([C:38]2[CH:39]=[N:40][C:41]([NH2:44])=[N:42][CH:43]=2)O1, predict the reaction product. The product is: [NH2:44][C:41]1[N:42]=[CH:43][C:38]([C:2]2[N:3]=[C:4]([N:24]3[CH2:29][CH2:28][O:27][CH2:26][CH2:25]3)[C:5]3[S:10][C:9]([C:11]4[CH:12]=[C:13]([CH2:17][NH:18][C:19](=[O:23])[C@@H:20]([OH:22])[CH3:21])[CH:14]=[CH:15][CH:16]=4)=[CH:8][C:6]=3[N:7]=2)=[CH:39][N:40]=1. (6) Given the reactants [CH3:1][S:2]([CH2:5][CH2:6][NH:7][C:8]1[CH:9]=[N:10][CH:11]=[CH:12][C:13]=1[C:14]1[CH:19]=[CH:18][CH:17]=[CH:16][C:15]=1[O:20][C:21]([F:24])([F:23])[F:22])(=[O:4])=[O:3].CCN(C(C)C)C(C)C.FC1C=CC=C(OC)C=1C1C=CN=CC=1N(CC(F)(F)F)[C:50](=[O:65])[C:51]1[CH:56]=[C:55]([C:57]([F:60])([F:59])[F:58])[CH:54]=[C:53]([S:61]([CH3:64])(=[O:63])=[O:62])[CH:52]=1, predict the reaction product. The product is: [CH3:64][S:61]([C:53]1[CH:52]=[C:51]([CH:56]=[C:55]([C:57]([F:58])([F:59])[F:60])[CH:54]=1)[C:50]([N:7]([CH2:6][CH2:5][S:2]([CH3:1])(=[O:4])=[O:3])[C:8]1[CH:9]=[N:10][CH:11]=[CH:12][C:13]=1[C:14]1[CH:19]=[CH:18][CH:17]=[CH:16][C:15]=1[O:20][C:21]([F:23])([F:24])[F:22])=[O:65])(=[O:63])=[O:62]. (7) Given the reactants [Br:1][C:2]1[CH:3]=[C:4]2[C:8](=[CH:9][CH:10]=1)[NH:7][C:6]([C:11]([O:13][CH2:14][CH3:15])=[O:12])=[C:5]2[S:16]([N:19]1[CH2:24][CH2:23][O:22][CH2:21][CH2:20]1)(=[O:18])=[O:17].C([O-])(=O)C.[Na+].[Br:30]Br, predict the reaction product. The product is: [Br:1][C:2]1[CH:3]=[C:4]2[C:8](=[CH:9][C:10]=1[Br:30])[NH:7][C:6]([C:11]([O:13][CH2:14][CH3:15])=[O:12])=[C:5]2[S:16]([N:19]1[CH2:24][CH2:23][O:22][CH2:21][CH2:20]1)(=[O:17])=[O:18]. (8) Given the reactants [CH3:1][C:2]1[O:6][C:5]([C:7]2[CH:8]=[N:9][NH:10][C:11]=2[NH2:12])=[N:4][CH:3]=1.CC1C=CC(S(O)(=O)=O)=CC=1.[CH2:24]([N:26]1[C:34]2[C:29](=[CH:30][C:31]([C:35](=O)[CH2:36][C:37](OCC)=[O:38])=[CH:32][CH:33]=2)[C:28]([CH3:43])=[N:27]1)[CH3:25], predict the reaction product. The product is: [CH2:24]([N:26]1[C:34]2[C:29](=[CH:30][C:31]([C:35]3[NH:12][C:11]4[N:10]([N:9]=[CH:8][C:7]=4[C:5]4[O:6][C:2]([CH3:1])=[CH:3][N:4]=4)[C:37](=[O:38])[CH:36]=3)=[CH:32][CH:33]=2)[C:28]([CH3:43])=[N:27]1)[CH3:25]. (9) Given the reactants [Cl:1][C:2]1[C:11]([F:12])=[CH:10][C:9]([NH2:13])=[C:8]2[C:3]=1[CH:4]=[CH:5][CH:6]=[N:7]2.[C:14]1([S:20](Cl)(=[O:22])=[O:21])[CH:19]=[CH:18][CH:17]=[CH:16][CH:15]=1, predict the reaction product. The product is: [Cl:1][C:2]1[C:11]([F:12])=[CH:10][C:9]([NH:13][S:20]([C:14]2[CH:19]=[CH:18][CH:17]=[CH:16][CH:15]=2)(=[O:22])=[O:21])=[C:8]2[C:3]=1[CH:4]=[CH:5][CH:6]=[N:7]2.